This data is from Full USPTO retrosynthesis dataset with 1.9M reactions from patents (1976-2016). The task is: Predict the reactants needed to synthesize the given product. Given the product [CH2:1]([C:8]1[CH:9]=[N:10][C:11]2[C:16]([C:17]=1[C:18]1[CH:19]=[C:20]([NH:24][CH2:33][C:32]3[CH:35]=[CH:36][C:37]([O:39][CH3:40])=[CH:38][C:31]=3[O:29][CH3:30])[CH:21]=[CH:22][CH:23]=1)=[CH:15][CH:14]=[CH:13][C:12]=2[C:25]([F:28])([F:26])[F:27])[C:2]1[CH:3]=[CH:4][CH:5]=[CH:6][CH:7]=1, predict the reactants needed to synthesize it. The reactants are: [CH2:1]([C:8]1[CH:9]=[N:10][C:11]2[C:16]([C:17]=1[C:18]1[CH:19]=[C:20]([NH2:24])[CH:21]=[CH:22][CH:23]=1)=[CH:15][CH:14]=[CH:13][C:12]=2[C:25]([F:28])([F:27])[F:26])[C:2]1[CH:7]=[CH:6][CH:5]=[CH:4][CH:3]=1.[O:29]([C:31]1[CH:38]=[C:37]([O:39][CH3:40])[CH:36]=[CH:35][C:32]=1[CH:33]=O)[CH3:30].